From a dataset of Reaction yield outcomes from USPTO patents with 853,638 reactions. Predict the reaction yield, written as a fraction of the theoretical maximum amount of product (1.0 means a 100% yield; for example, 0.34 means a 34% yield). The reactants are C1COCC1.O.[C:7]([C:11]1[CH:16]=[C:15]([C:17]([CH3:20])([CH3:19])[CH3:18])[C:14](=[O:21])[C:13](=[O:22])[C:12]=1[N+:23]([O-:25])=[O:24])([CH3:10])([CH3:9])[CH3:8].[O-]S(S([O-])=O)=O.[Na+].[Na+]. The catalyst is CCOC(C)=O. The product is [C:7]([C:11]1[C:12]([N+:23]([O-:25])=[O:24])=[C:13]([OH:22])[C:14]([OH:21])=[C:15]([C:17]([CH3:18])([CH3:19])[CH3:20])[CH:16]=1)([CH3:8])([CH3:9])[CH3:10]. The yield is 0.740.